This data is from Forward reaction prediction with 1.9M reactions from USPTO patents (1976-2016). The task is: Predict the product of the given reaction. (1) Given the reactants [C:1]([O:5][C:6](=[O:37])[C@@H:7]([NH:29][C:30]([O:32][C:33]([CH3:36])([CH3:35])[CH3:34])=[O:31])[CH2:8][CH2:9][C:10]([C:22]([O:24][C:25]([CH3:28])([CH3:27])[CH3:26])=[O:23])([CH2:14][C:15]1[CH:20]=[CH:19][C:18]([OH:21])=[CH:17][CH:16]=1)C(O)=O)([CH3:4])([CH3:3])[CH3:2], predict the reaction product. The product is: [C:33]([O:32][C:30]([NH:29][C@@H:7]([CH2:8][CH2:9][CH:10]([CH2:14][C:15]1[CH:16]=[CH:17][C:18]([OH:21])=[CH:19][CH:20]=1)[C:22]([O:24][C:25]([CH3:26])([CH3:27])[CH3:28])=[O:23])[C:6]([O:5][C:1]([CH3:4])([CH3:2])[CH3:3])=[O:37])=[O:31])([CH3:34])([CH3:35])[CH3:36]. (2) Given the reactants [CH3:1][N:2]([C:4]([O:8][N:9]1[N:17]=[N:16][C:11]2[CH:12]=[CH:13][CH:14]=[CH:15][C:10]1=2)=[N+:5]([CH3:7])[CH3:6])[CH3:3].[F:18][P-:19]([F:24])([F:23])([F:22])([F:21])[F:20].[CH:25]1[CH:26]=[CH:27][C:28]2[N:33]([OH:34])[N:32]=[N:31][C:29]=2[CH:30]=1.CCN(C(C)C)C(C)C, predict the reaction product. The product is: [CH3:7][N:5]([C:4]([O:8][N:9]1[N:17]=[N:16][C:11]2[CH:12]=[CH:13][CH:14]=[CH:15][C:10]1=2)=[N+:2]([CH3:1])[CH3:3])[CH3:6].[F:18][P-:19]([F:24])([F:23])([F:22])([F:21])[F:20].[CH:25]1[CH:26]=[CH:27][C:28]2[N:33]([OH:34])[N:32]=[N:31][C:29]=2[CH:30]=1. (3) Given the reactants [NH:1]1[C:9]2[C:4](=[CH:5][CH:6]=[CH:7][N:8]=2)[CH:3]=[CH:2]1.[OH-].[Na+].[C:12]([O:16][C:17](=[O:36])[N:18]([CH2:28][C:29]1[CH:34]=[CH:33][C:32]([Cl:35])=[CH:31][CH:30]=1)[C:19]1[CH:24]=[CH:23][C:22]([CH:25]=[O:26])=[C:21]([Cl:27])[N:20]=1)([CH3:15])([CH3:14])[CH3:13].O, predict the reaction product. The product is: [C:12]([O:16][C:17](=[O:36])[N:18]([CH2:28][C:29]1[CH:34]=[CH:33][C:32]([Cl:35])=[CH:31][CH:30]=1)[C:19]1[CH:24]=[CH:23][C:22]([CH:25]([OH:26])[C:3]2[C:4]3[C:9](=[N:8][CH:7]=[CH:6][CH:5]=3)[NH:1][CH:2]=2)=[C:21]([Cl:27])[N:20]=1)([CH3:15])([CH3:13])[CH3:14]. (4) Given the reactants [O:1]1CC[CH2:3][CH:2]1C(O)=O.C1N=CN(C(N2C=NC=C2)=O)C=1.[NH2:21][C:22]1[C:31]2[C:26](=[CH:27][C:28]([O:34][CH3:35])=[C:29]([O:32][CH3:33])[CH:30]=2)[N:25]=[C:24]([CH2:36][NH:37][CH2:38][CH2:39][CH2:40][NH:41][C:42]([CH:44]2[CH2:48][CH2:47][CH2:46][O:45]2)=[O:43])[N:23]=1, predict the reaction product. The product is: [C:2]([NH:21][C:22]1[C:31]2[C:26](=[CH:27][C:28]([O:34][CH3:35])=[C:29]([O:32][CH3:33])[CH:30]=2)[N:25]=[C:24]([CH2:36][NH:37][CH2:38][CH2:39][CH2:40][NH:41][C:42]([CH:44]2[CH2:48][CH2:47][CH2:46][O:45]2)=[O:43])[N:23]=1)(=[O:1])[CH3:3]. (5) Given the reactants Br[C:2]1[C:11]([NH:12][CH3:13])=[C:10]([F:14])[CH:9]=[C:8]2[C:3]=1[CH:4]=[CH:5][N:6]([C:16]1[CH:21]=[CH:20][C:19]([N+:22]([O-:24])=[O:23])=[CH:18][CH:17]=1)[C:7]2=[O:15].[C:25]([Cu])#[N:26].[C-]#N.[K+], predict the reaction product. The product is: [F:14][C:10]1[C:11]([NH:12][CH3:13])=[C:2]([C:25]#[N:26])[C:3]2[CH:4]=[CH:5][N:6]([C:16]3[CH:17]=[CH:18][C:19]([N+:22]([O-:24])=[O:23])=[CH:20][CH:21]=3)[C:7](=[O:15])[C:8]=2[CH:9]=1. (6) Given the reactants [Cl:1][C:2]1[CH:7]=[CH:6][CH:5]=[CH:4][C:3]=1[CH:8]([N:12]1[CH2:17][CH2:16][C:15]2[S:18][CH:19]=[CH:20][C:14]=2[CH2:13]1)[C:9](N)=[O:10].[CH3:21][OH:22], predict the reaction product. The product is: [Cl:1][C:2]1[CH:7]=[CH:6][CH:5]=[CH:4][C:3]=1[CH:8]([N:12]1[CH2:17][CH2:16][C:15]2[S:18][CH:19]=[CH:20][C:14]=2[CH2:13]1)[C:9]([O:22][CH3:21])=[O:10]. (7) Given the reactants [NH2:1][C:2]1[C:9]([NH:10][CH3:11])=[CH:8][C:5]([C:6]#[N:7])=[C:4]([F:12])[CH:3]=1.[F:13][C:14]1[CH:15]=[C:16]([CH:20]=O)[CH:17]=[N:18][CH:19]=1.OOS([O-])=O.[K+], predict the reaction product. The product is: [F:12][C:4]1[C:5]([C:6]#[N:7])=[CH:8][C:9]2[N:10]([CH3:11])[C:20]([C:16]3[CH:17]=[N:18][CH:19]=[C:14]([F:13])[CH:15]=3)=[N:1][C:2]=2[CH:3]=1. (8) Given the reactants [CH:1](=O)C.[NH:4]1[CH2:10][CH2:9][CH2:8][CH2:7][CH:6]([NH:11][C:12]2[C:13]3[CH:21]=[CH:20][N:19]([S:22]([C:25]4[CH:31]=[CH:30][C:28]([CH3:29])=[CH:27][CH:26]=4)(=[O:24])=[O:23])[C:14]=3[N:15]=[C:16](C)[N:17]=2)[CH2:5]1.CCN=C=NCCCN(C)C.C1C=CC2N(O)N=NC=2C=1.CCN(C(C)C)C(C)C, predict the reaction product. The product is: [NH:4]1[CH2:10][CH2:9][CH2:8][CH2:7][CH:6]([N:11]([CH3:1])[C:12]2[C:13]3[CH:21]=[CH:20][N:19]([S:22]([C:25]4[CH:31]=[CH:30][C:28]([CH3:29])=[CH:27][CH:26]=4)(=[O:24])=[O:23])[C:14]=3[N:15]=[CH:16][N:17]=2)[CH2:5]1. (9) Given the reactants [CH2:1]([O:9][C:10]1[CH:15]=[CH:14][C:13]([CH2:16][OH:17])=[CH:12][CH:11]=1)[CH2:2][C:3]1[CH:8]=[CH:7][CH:6]=[CH:5][CH:4]=1.[CH3:18][O:19][C:20](=[O:32])[C@H:21]([N:29]=[C:30]=[O:31])[CH2:22][C:23]1[CH:28]=[CH:27][CH:26]=[CH:25][CH:24]=1, predict the reaction product. The product is: [CH3:18][O:19][C:20](=[O:32])[C@H:21]([NH:29][C:30]([O:17][CH2:16][C:13]1[CH:12]=[CH:11][C:10]([O:9][CH2:1][CH2:2][C:3]2[CH:4]=[CH:5][CH:6]=[CH:7][CH:8]=2)=[CH:15][CH:14]=1)=[O:31])[CH2:22][C:23]1[CH:24]=[CH:25][CH:26]=[CH:27][CH:28]=1.